The task is: Predict which catalyst facilitates the given reaction.. This data is from Catalyst prediction with 721,799 reactions and 888 catalyst types from USPTO. (1) Reactant: Cl.Cl.[CH3:3][N:4]1[CH2:9][CH2:8][N:7]([C:10]([CH:12]2[CH2:17][CH2:16][NH:15][CH2:14][CH2:13]2)=[O:11])[CH2:6][CH2:5]1.Cl.[Br:19][C:20]1[CH:21]=[N:22][CH:23]=[C:24]([F:27])[C:25]=1Cl.C(=O)([O-])[O-].[K+].[K+]. Product: [Br:19][C:20]1[CH:21]=[N:22][CH:23]=[C:24]([F:27])[C:25]=1[N:15]1[CH2:16][CH2:17][CH:12]([C:10]([N:7]2[CH2:6][CH2:5][N:4]([CH3:3])[CH2:9][CH2:8]2)=[O:11])[CH2:13][CH2:14]1. The catalyst class is: 37. (2) Reactant: C(=O)(OC(C)(C)C)[O:2][C:3]1[N:12]=[CH:11][CH:10]=[C:9]2[C:4]=1[CH:5]=[C:6]([C:31]1[CH:36]=[CH:35][CH:34]=[CH:33][CH:32]=1)[C:7]([C:13]1[CH:18]=[CH:17][C:16]([C:19]3([NH:23][C:24]([O:26][C:27]([CH3:30])([CH3:29])[CH3:28])=[O:25])[CH2:22][CH2:21][CH2:20]3)=[CH:15][CH:14]=1)=[N:8]2. Product: [OH:2][C:3]1[N:12]=[CH:11][CH:10]=[C:9]2[C:4]=1[CH:5]=[C:6]([C:31]1[CH:32]=[CH:33][CH:34]=[CH:35][CH:36]=1)[C:7]([C:13]1[CH:18]=[CH:17][C:16]([C:19]3([NH:23][C:24](=[O:25])[O:26][C:27]([CH3:30])([CH3:29])[CH3:28])[CH2:22][CH2:21][CH2:20]3)=[CH:15][CH:14]=1)=[N:8]2. The catalyst class is: 5. (3) Reactant: Cl[C:2]1[CH:7]=[C:6]([Cl:8])[N:5]=[N:4][C:3]=1[C:9]([O:11][CH2:12][CH3:13])=[O:10].[CH:14]1([C:17]2[N:22]=[C:21]([NH2:23])[CH:20]=[CH:19][CH:18]=2)[CH2:16][CH2:15]1. Product: [Cl:8][C:6]1[N:5]=[N:4][C:3]([C:9]([O:11][CH2:12][CH3:13])=[O:10])=[C:2]([NH:23][C:21]2[CH:20]=[CH:19][CH:18]=[C:17]([CH:14]3[CH2:16][CH2:15]3)[N:22]=2)[CH:7]=1. The catalyst class is: 10. (4) Reactant: [OH:1][C:2]1[CH:11]=[CH:10][C:9]2[O:8][C@:7]3([CH3:16])[CH2:12][CH2:13][CH2:14][O:15][C@H:6]3[C@:5]3([C:20](=[O:21])[N:19]([CH3:22])[C:18](/[N:23]=[CH:24]/[N:25]([CH3:27])[CH3:26])=[N:17]3)[C:4]=2[CH:3]=1.OC1C=CC2O[C@@]3(C)CCCO[C@H]3[C@]3(C(=O)N(C)C(/N=C/N(C)C)=N3)C=2C=1.C(N(CC)CC)C.[F:62][C:63]([F:82])([F:81])[S:64](N(C1C=CC=CC=1)[S:64]([C:63]([F:82])([F:81])[F:62])(=[O:66])=[O:65])(=[O:66])=[O:65]. Product: [F:62][C:63]([F:82])([F:81])[S:64]([O:1][C:2]1[CH:11]=[CH:10][C:9]2[O:8][C@:7]3([CH3:16])[CH2:12][CH2:13][CH2:14][O:15][C@H:6]3[C@:5]3([C:20](=[O:21])[N:19]([CH3:22])[C:18](/[N:23]=[CH:24]/[N:25]([CH3:26])[CH3:27])=[N:17]3)[C:4]=2[CH:3]=1)(=[O:66])=[O:65]. The catalyst class is: 2. (5) Reactant: Br[C:2]1[CH:14]=[CH:13][C:5]([CH2:6][N:7]2[CH2:12][CH2:11][O:10][CH2:9][CH2:8]2)=[C:4]([Cl:15])[CH:3]=1.[CH3:16][C:17]1([CH3:33])[C:21]([CH3:23])([CH3:22])[O:20][B:19]([B:19]2[O:20][C:21]([CH3:23])([CH3:22])[C:17]([CH3:33])([CH3:16])[O:18]2)[O:18]1.C([O-])(=O)C.[K+]. Product: [Cl:15][C:4]1[CH:3]=[C:2]([B:19]2[O:20][C:21]([CH3:23])([CH3:22])[C:17]([CH3:33])([CH3:16])[O:18]2)[CH:14]=[CH:13][C:5]=1[CH2:6][N:7]1[CH2:12][CH2:11][O:10][CH2:9][CH2:8]1. The catalyst class is: 819. (6) Reactant: Br[C:2]1([C:6]([O:8][CH2:9][CH3:10])=[O:7])[CH2:5][CH2:4][CH2:3]1.CN(C=O)C.[N:16]1[C:25]2[C:20](=[CH:21][CH:22]=[CH:23][CH:24]=2)[C:19]([SH:26])=[CH:18][CH:17]=1.[Na]. Product: [N:16]1[C:25]2[C:20](=[CH:21][CH:22]=[CH:23][CH:24]=2)[C:19]([S:26][C:2]2([C:6]([O:8][CH2:9][CH3:10])=[O:7])[CH2:5][CH2:4][CH2:3]2)=[CH:18][CH:17]=1. The catalyst class is: 170. (7) Reactant: [Cl:1][C:2]1[CH:12]=[CH:11][C:5]([O:6][CH2:7][C:8]([OH:10])=[O:9])=[C:4]([C:13]#[CH:14])[CH:3]=1.Br[C:16]1[CH:31]=[CH:30][C:19]2[C:20](=[O:29])[N:21]([C:25]([CH3:28])([CH3:27])[CH3:26])[S:22](=[O:24])(=[O:23])[C:18]=2[CH:17]=1.C(N(CC)CC)C.CCOC(C)=O. Product: [C:25]([N:21]1[C:20](=[O:29])[C:19]2[CH:30]=[CH:31][C:16]([C:14]#[C:13][C:4]3[CH:3]=[C:2]([Cl:1])[CH:12]=[CH:11][C:5]=3[O:6][CH2:7][C:8]([OH:10])=[O:9])=[CH:17][C:18]=2[S:22]1(=[O:23])=[O:24])([CH3:28])([CH3:26])[CH3:27]. The catalyst class is: 516. (8) Reactant: [F:1][C:2]1[CH:3]=[C:4]([CH:12](O)[CH3:13])[CH:5]=[C:6]([C:8]([F:11])([F:10])[F:9])[CH:7]=1.C1C=CC(P(C2C=CC=CC=2)C2C=CC=CC=2)=CC=1.C(Br)(Br)(Br)[Br:35].C([O-])(O)=O.[Na+]. Product: [F:1][C:2]1[CH:3]=[C:4]([CH2:12][CH2:13][Br:35])[CH:5]=[C:6]([C:8]([F:11])([F:10])[F:9])[CH:7]=1. The catalyst class is: 4.